Dataset: hERG potassium channel inhibition data for cardiac toxicity prediction from Karim et al.. Task: Regression/Classification. Given a drug SMILES string, predict its toxicity properties. Task type varies by dataset: regression for continuous values (e.g., LD50, hERG inhibition percentage) or binary classification for toxic/non-toxic outcomes (e.g., AMES mutagenicity, cardiotoxicity, hepatotoxicity). Dataset: herg_karim. (1) The compound is Cc1cc(Cl)ccc1OC1CCN(C[C@H](O)CNC(=O)c2c[nH]c(=O)c3cc(S(C)(=O)=O)ccc23)CC1. The result is 1 (blocker). (2) The result is 0 (non-blocker). The drug is CC#CCn1c(N2CCCC(N)C2)c(C#N)c2c1c(=O)n(Cc1nc(C)c3ccccc3n1)c(=O)n2C. (3) The molecule is Cc1ccc2c(N3CCN(CCc4cccc5c4ccc(=O)n5C)[C@@H](C)C3)cc(F)cc2n1. The result is 1 (blocker).